This data is from Full USPTO retrosynthesis dataset with 1.9M reactions from patents (1976-2016). The task is: Predict the reactants needed to synthesize the given product. Given the product [NH2:1][CH2:4][CH2:5][O:6][CH2:7][CH2:8][O:9][CH2:10][CH2:11][O:12][CH2:13][CH2:14][NH:15][S:16]([C:19]1[CH:24]=[CH:23][CH:22]=[C:21]([CH:25]2[C:34]3[C:29](=[C:30]([Cl:36])[CH:31]=[C:32]([Cl:35])[CH:33]=3)[CH2:28][N:27]([CH2:37][CH3:38])[CH2:26]2)[CH:20]=1)(=[O:18])=[O:17], predict the reactants needed to synthesize it. The reactants are: [N:1]([CH2:4][CH2:5][O:6][CH2:7][CH2:8][O:9][CH2:10][CH2:11][O:12][CH2:13][CH2:14][NH:15][S:16]([C:19]1[CH:24]=[CH:23][CH:22]=[C:21]([CH:25]2[C:34]3[C:29](=[C:30]([Cl:36])[CH:31]=[C:32]([Cl:35])[CH:33]=3)[CH2:28][N:27]([CH2:37][CH3:38])[CH2:26]2)[CH:20]=1)(=[O:18])=[O:17])=[N+]=[N-].C1(P(C2C=CC=CC=2)C2C=CC=CC=2)C=CC=CC=1.C1COCC1.